The task is: Predict the reaction yield, written as a fraction of the theoretical maximum amount of product (1.0 means a 100% yield; for example, 0.34 means a 34% yield).. This data is from Reaction yield outcomes from USPTO patents with 853,638 reactions. The reactants are [C:1]1([C:7]2[CH:12]=[CH:11][N:10]=[CH:9][C:8]=2[N+:13]([O-])=O)[CH2:6][CH2:5][CH2:4][CH2:3][CH:2]=1. The catalyst is C(O)(=O)C.[Fe]. The product is [C:1]1([C:7]2[CH:12]=[CH:11][N:10]=[CH:9][C:8]=2[NH2:13])[CH2:6][CH2:5][CH2:4][CH2:3][CH:2]=1. The yield is 0.990.